From a dataset of Full USPTO retrosynthesis dataset with 1.9M reactions from patents (1976-2016). Predict the reactants needed to synthesize the given product. (1) Given the product [CH3:15][C:14]([CH3:18])=[CH:13][C:4]([C:5]1[CH:6]=[N:7][CH:8]=[CH:9][CH:10]=1)=[O:11], predict the reactants needed to synthesize it. The reactants are: CON(C)[C:4](=[O:11])[C:5]1[CH:10]=[CH:9][CH:8]=[N:7][CH:6]=1.[CH3:13][C:14]([CH3:18])=[CH:15][Mg]Br.[Cl-].[NH4+].O. (2) Given the product [CH2:1]([C:14]1[C:18]([CH2:1][CH2:2][CH2:3][CH2:4][CH2:5][CH2:6][CH2:7][CH2:8][CH2:9][CH3:10])=[CH:17][S:16][CH:15]=1)[CH2:2][CH2:3][CH2:4][CH2:5][CH2:6][CH2:7][CH2:8][CH2:9][CH3:10], predict the reactants needed to synthesize it. The reactants are: [CH2:1]([Mg]Br)[CH2:2][CH2:3][CH2:4][CH2:5][CH2:6][CH2:7][CH2:8][CH2:9][CH3:10].Br[C:14]1[C:18](Br)=[CH:17][S:16][CH:15]=1.O. (3) Given the product [CH2:16]([O:15][C:14]1[CH:13]=[C:12]([O:18][CH2:19][CH3:20])[N:11]=[N:10][C:9]=1[CH2:8][N:32]1[CH:31]=[CH:30][N:29]=[C:28]1[C:24]1[CH:25]=[CH:26][CH:27]=[C:22]([F:21])[N:23]=1)[CH3:17], predict the reactants needed to synthesize it. The reactants are: C([O-])([O-])=O.[K+].[K+].Cl[CH2:8][C:9]1[N:10]=[N:11][C:12]([O:18][CH2:19][CH3:20])=[CH:13][C:14]=1[O:15][CH2:16][CH3:17].[F:21][C:22]1[CH:27]=[CH:26][CH:25]=[C:24]([C:28]2[NH:29][CH:30]=[CH:31][N:32]=2)[N:23]=1. (4) Given the product [Cl:12][C:7]1[CH:8]=[CH:9][CH:10]=[C:11]2[C:6]=1[CH:5]=[C:4]([O:13][CH2:14][CH:15]([F:17])[F:16])[N:3]=[C:2]2[F:18], predict the reactants needed to synthesize it. The reactants are: Cl[C:2]1[C:11]2[C:6](=[C:7]([Cl:12])[CH:8]=[CH:9][CH:10]=2)[CH:5]=[C:4]([O:13][CH2:14][CH:15]([F:17])[F:16])[N:3]=1.[F-:18].[Cs+]. (5) Given the product [CH2:1]([NH:13][C:34]([C:31]1[CH:30]=[CH:29][C:28]([C:25]2[CH:26]=[CH:27][C:22]([CH2:21][N:20]([C:52](=[O:56])[C:53]([OH:55])=[O:54])[CH2:64][C:63]3[CH:66]=[CH:67][CH:68]=[CH:69][C:62]=3[O:61][C:60]([F:71])([F:70])[F:59])=[CH:23][CH:24]=2)=[CH:33][CH:32]=1)=[O:35])[CH2:2][CH2:3][CH2:4][CH2:5][CH2:6][CH2:7][CH2:8][CH2:9][CH2:10][CH2:11][CH3:12], predict the reactants needed to synthesize it. The reactants are: [CH2:1]([NH2:13])[CH2:2][CH2:3][CH2:4][CH2:5][CH2:6][CH2:7][CH2:8][CH2:9][CH2:10][CH2:11][CH3:12].IC1C=CC(C[N:20]([C:52](=[O:56])[C:53]([OH:55])=[O:54])[CH2:21][C:22]2[CH:27]=[CH:26][C:25]([C:28]3[CH:33]=[CH:32][C:31]([C:34](NCCC4C=CC(OC5C=CC=CC=5)=CC=4)=[O:35])=[CH:30][CH:29]=3)=[CH:24][CH:23]=2)=CC=1.[F:59][C:60]([F:71])([F:70])[O:61][C:62]1[CH:69]=[CH:68][CH:67]=[CH:66][C:63]=1[CH:64]=O.